Dataset: Forward reaction prediction with 1.9M reactions from USPTO patents (1976-2016). Task: Predict the product of the given reaction. (1) Given the reactants Cl.[NH2:2][C@@H:3]1[C@@H:7]([CH3:8])[CH2:6][C@@H:5]([NH:9][C:10]([C:12]2[C:16]3[N:17]=[CH:18][N:19]=[C:20]([C:21]4[CH:26]=[C:25]([CH:27]([F:29])[F:28])[CH:24]=[CH:23][C:22]=4[O:30][CH2:31][CH:32]4[CH2:34][CH2:33]4)[C:15]=3[NH:14][C:13]=2[CH3:35])=[O:11])[CH2:4]1.[CH3:36][O:37][CH2:38][C:39](Cl)=[O:40], predict the reaction product. The product is: [CH:32]1([CH2:31][O:30][C:22]2[CH:23]=[CH:24][C:25]([CH:27]([F:29])[F:28])=[CH:26][C:21]=2[C:20]2[C:15]3[NH:14][C:13]([CH3:35])=[C:12]([C:10]([NH:9][C@@H:5]4[CH2:6][C@H:7]([CH3:8])[C@@H:3]([NH:2][C:39](=[O:40])[CH2:38][O:37][CH3:36])[CH2:4]4)=[O:11])[C:16]=3[N:17]=[CH:18][N:19]=2)[CH2:34][CH2:33]1. (2) The product is: [CH:35]1([C:33]2[N:34]=[C:28]([CH:13]3[CH2:14][CH:15]([C:17]4[CH:22]=[CH:21][C:20]([O:23][C:24]([F:25])([F:27])[F:26])=[CH:19][CH:18]=4)[CH2:16][N:11]([C:9]([N:6]4[CH2:7][CH2:8][CH:3]([C:1]#[N:2])[CH2:4][CH2:5]4)=[O:10])[CH2:12]3)[O:30][N:32]=2)[CH2:37][CH2:36]1. Given the reactants [C:1]([CH:3]1[CH2:8][CH2:7][N:6]([C:9]([N:11]2[CH2:16][CH:15]([C:17]3[CH:22]=[CH:21][C:20]([O:23][C:24]([F:27])([F:26])[F:25])=[CH:19][CH:18]=3)[CH2:14][CH:13]([C:28]([OH:30])=O)[CH2:12]2)=[O:10])[CH2:5][CH2:4]1)#[N:2].O[N:32]=[C:33]([CH:35]1[CH2:37][CH2:36]1)[NH2:34], predict the reaction product. (3) Given the reactants [CH3:1][N:2]([CH2:4][CH2:5][N:6]1[C:20](=[O:21])[C:15]2=[CH:16][C:17]([NH2:19])=[CH:18][C:13]3[C:14]2=[C:9]([CH:10]=[CH:11][CH:12]=3)[C:7]1=[O:8])[CH3:3].[F:22][C:23]([F:35])([F:34])[O:24][C:25]1[CH:30]=[CH:29][C:28]([N:31]=[C:32]=[S:33])=[CH:27][CH:26]=1, predict the reaction product. The product is: [CH3:3][N:2]([CH3:1])[CH2:4][CH2:5][N:6]1[C:20](=[O:21])[C:15]2[CH:16]=[C:17]([NH:19][C:32]([NH:31][C:28]3[CH:29]=[CH:30][C:25]([O:24][C:23]([F:22])([F:34])[F:35])=[CH:26][CH:27]=3)=[S:33])[CH:18]=[C:13]3[C:14]=2[C:9](=[CH:10][CH:11]=[CH:12]3)[C:7]1=[O:8].